Predict the reaction yield, written as a fraction of the theoretical maximum amount of product (1.0 means a 100% yield; for example, 0.34 means a 34% yield). From a dataset of Reaction yield outcomes from USPTO patents with 853,638 reactions. (1) The reactants are [Cl:1][C:2]1[S:3][C:4]([C:8]([OH:10])=O)=[C:5]([Cl:7])[N:6]=1.CCN(CC)CC.C1(P([N:32]=[N+:33]=[N-:34])(C2C=CC=CC=2)=O)C=CC=CC=1. The catalyst is C1(C)C=CC=CC=1. The product is [Cl:1][C:2]1[S:3][C:4]([C:8]([N:32]=[N+:33]=[N-:34])=[O:10])=[C:5]([Cl:7])[N:6]=1. The yield is 0.820. (2) The reactants are [NH2:1][C:2]1[C:7]([C:8]([O:10][CH2:11][CH3:12])=[O:9])=[CH:6][N:5]=[CH:4][N:3]=1.[C:13](OC(=O)C)(=[O:15])[CH3:14]. No catalyst specified. The product is [C:13]([NH:1][C:2]1[C:7]([C:8]([O:10][CH2:11][CH3:12])=[O:9])=[CH:6][N:5]=[CH:4][N:3]=1)(=[O:15])[CH3:14]. The yield is 0.590. (3) The reactants are I[C:2]1[CH:3]=[C:4]2[C:8](=[CH:9][CH:10]=1)[N:7]([C:11]1[CH:16]=[CH:15][C:14]([CH2:17][OH:18])=[CH:13][CH:12]=1)[N:6]=[CH:5]2.[C:19](=[O:22])([O-])[O-].[Cs+].[Cs+]. The catalyst is C(#N)CCC.[Cu]I. The product is [NH2:6][C@@H:5]([CH3:4])[C@@H:19]([C:11]1[CH:16]=[CH:15][CH:14]=[CH:13][CH:12]=1)[O:22][C:2]1[CH:3]=[C:4]2[C:8](=[CH:9][CH:10]=1)[N:7]([C:11]1[CH:16]=[CH:15][C:14]([CH2:17][OH:18])=[CH:13][CH:12]=1)[N:6]=[CH:5]2. The yield is 0.450. (4) The reactants are Br[C:2]1[CH:7]=[CH:6][C:5]([C:8]2[N:12]([CH:13]3[CH2:18][CH2:17][CH2:16][CH2:15][O:14]3)[CH:11]=[N:10][N:9]=2)=[CH:4][C:3]=1[CH3:19].[B:20]1([B:20]2[O:24][C:23]([CH3:26])([CH3:25])[C:22]([CH3:28])([CH3:27])[O:21]2)[O:24][C:23]([CH3:26])([CH3:25])[C:22]([CH3:28])([CH3:27])[O:21]1.ClCCl.C([O-])(=O)C.[K+]. The catalyst is C1C=CC(P(C2C=CC=CC=2)[C-]2C=CC=C2)=CC=1.C1C=CC(P(C2C=CC=CC=2)[C-]2C=CC=C2)=CC=1.Cl[Pd]Cl.[Fe+2].CS(C)=O. The product is [CH3:19][C:3]1[CH:4]=[C:5]([C:8]2[N:12]([CH:13]3[CH2:18][CH2:17][CH2:16][CH2:15][O:14]3)[CH:11]=[N:10][N:9]=2)[CH:6]=[CH:7][C:2]=1[B:20]1[O:24][C:23]([CH3:26])([CH3:25])[C:22]([CH3:28])([CH3:27])[O:21]1. The yield is 0.800. (5) The reactants are [Br:1][C:2]1[CH:7]=[C:6]([CH3:8])[C:5]([OH:9])=[C:4]([CH3:10])[CH:3]=1.N1C=CN=C1.[CH:16]([Si:19](Cl)([CH:23]([CH3:25])[CH3:24])[CH:20]([CH3:22])[CH3:21])([CH3:18])[CH3:17]. The catalyst is C(Cl)Cl. The product is [Br:1][C:2]1[CH:7]=[C:6]([CH3:8])[C:5]([O:9][Si:19]([CH:23]([CH3:25])[CH3:24])([CH:20]([CH3:22])[CH3:21])[CH:16]([CH3:18])[CH3:17])=[C:4]([CH3:10])[CH:3]=1. The yield is 0.150. (6) The reactants are [CH:1]1([N:6]2[C:14]3[C:9](=[CH:10][CH:11]=[C:12]([CH:15]([OH:17])[CH3:16])[CH:13]=3)[C:8]([CH2:18][CH3:19])=[N:7]2)[CH2:5][CH2:4][CH2:3][CH2:2]1.[Cr](Cl)([O-])(=O)=O.[NH+]1C=CC=CC=1. The catalyst is C(Cl)Cl. The product is [CH:1]1([N:6]2[C:14]3[C:9](=[CH:10][CH:11]=[C:12]([C:15](=[O:17])[CH3:16])[CH:13]=3)[C:8]([CH2:18][CH3:19])=[N:7]2)[CH2:2][CH2:3][CH2:4][CH2:5]1. The yield is 0.770.